Dataset: Peptide-MHC class II binding affinity with 134,281 pairs from IEDB. Task: Regression. Given a peptide amino acid sequence and an MHC pseudo amino acid sequence, predict their binding affinity value. This is MHC class II binding data. (1) The peptide sequence is RRTGNIQIRLPWYSY. The MHC is DRB1_0301 with pseudo-sequence DRB1_0301. The binding affinity (normalized) is 0.106. (2) The peptide sequence is TKDTNDNNLYKLHGG. The MHC is DRB1_0405 with pseudo-sequence DRB1_0405. The binding affinity (normalized) is 0. (3) The binding affinity (normalized) is 0. The MHC is HLA-DQA10201-DQB10202 with pseudo-sequence HLA-DQA10201-DQB10202. The peptide sequence is VVIQDNSDIKVVPRRKAKII. (4) The peptide sequence is RMFLAMITYITRNQP. The MHC is DRB3_0101 with pseudo-sequence DRB3_0101. The binding affinity (normalized) is 0.266.